Task: Predict the product of the given reaction.. Dataset: Forward reaction prediction with 1.9M reactions from USPTO patents (1976-2016) (1) Given the reactants CC[C:3]([C:5]1[CH:10]=CC(OC)=C[CH:6]=1)=O.C[Si]([N-][Si](C)(C)C)(C)C.[Li+].BrC[C:25]([O:27][C:28]([CH3:31])([CH3:30])C)=O.[Cl-].[NH4+:33].O.[NH2:35]N.[CH2:37]1[CH2:41][O:40][CH2:39][CH2:38]1, predict the reaction product. The product is: [CH3:25][O:27][C:28]1[CH:30]=[CH:6][C:5]([C:3]2[CH:38]([CH3:39])[CH2:37][C:41](=[O:40])[NH:33][N:35]=2)=[CH:10][CH:31]=1. (2) Given the reactants [Br:1][C:2]1[CH:3]=[C:4]([C:8]2([C:16]3[CH:21]=[CH:20][CH:19]=[C:18]([OH:22])[CH:17]=3)[NH:12][C:11](=[S:13])[N:10]([CH3:14])[C:9]2=[O:15])[CH:5]=[CH:6][CH:7]=1.[CH:23]1([S:26](Cl)(=[O:28])=[O:27])[CH2:25][CH2:24]1, predict the reaction product. The product is: [CH:23]1([S:26]([O:22][C:18]2[CH:19]=[CH:20][CH:21]=[C:16]([C:8]3([C:4]4[CH:5]=[CH:6][CH:7]=[C:2]([Br:1])[CH:3]=4)[C:9](=[O:15])[N:10]([CH3:14])[C:11](=[S:13])[NH:12]3)[CH:17]=2)(=[O:28])=[O:27])[CH2:25][CH2:24]1. (3) Given the reactants [NH2:1][CH2:2][C:3]1[CH:4]=[CH:5][C:6]2[O:10][C:9]([NH:11][CH:12]3[CH2:17][CH2:16][N:15]([CH2:18][C:19]4[CH:24]=[C:23]([O:25][CH2:26][CH3:27])[C:22]([F:28])=[C:21]([O:29][CH2:30][CH3:31])[CH:20]=4)[CH2:14][CH2:13]3)=[N:8][C:7]=2[CH:32]=1.[OH:33][C@@H:34]([CH3:38])[C:35](O)=[O:36].Cl.CN(C)CCCN=C=NCC, predict the reaction product. The product is: [CH2:30]([O:29][C:21]1[CH:20]=[C:19]([CH:24]=[C:23]([O:25][CH2:26][CH3:27])[C:22]=1[F:28])[CH2:18][N:15]1[CH2:14][CH2:13][CH:12]([NH:11][C:9]2[O:10][C:6]3[CH:5]=[CH:4][C:3]([CH2:2][NH:1][C:35](=[O:36])[C@@H:34]([OH:33])[CH3:38])=[CH:32][C:7]=3[N:8]=2)[CH2:17][CH2:16]1)[CH3:31]. (4) The product is: [CH:1](=[C:12]([CH2:13][CH3:14])[CH:11]=[O:15])[C:2]1[CH:7]=[CH:6][CH:5]=[CH:4][CH:3]=1. Given the reactants [CH:1](=O)[C:2]1[CH:7]=[CH:6][CH:5]=[CH:4][CH:3]=1.[OH-].[K+].[CH:11](=[O:15])[CH2:12][CH2:13][CH3:14].Cl, predict the reaction product.